This data is from Forward reaction prediction with 1.9M reactions from USPTO patents (1976-2016). The task is: Predict the product of the given reaction. (1) Given the reactants [C:1]([C:3]1[CH:8]=[CH:7][C:6]([N:9]([CH2:17][C:18]2[C:23](=[O:24])[CH2:22][CH2:21][CH2:20][C:19]=2[NH:25][C:26]2[CH:31]=[CH:30][CH:29]=[C:28]([C:32]([F:35])([F:34])[F:33])[CH:27]=2)[C:10](=[O:16])[O:11][C:12]([CH3:15])([CH3:14])[CH3:13])=[C:5](C)[CH:4]=1)#[N:2].[Cl:37]C1C=C(C=CC=1C=O)C#N, predict the reaction product. The product is: [Cl:37][C:5]1[CH:4]=[C:3]([C:1]#[N:2])[CH:8]=[CH:7][C:6]=1[N:9]([CH2:17][C:18]1[C:23](=[O:24])[CH2:22][CH2:21][CH2:20][C:19]=1[NH:25][C:26]1[CH:31]=[CH:30][CH:29]=[C:28]([C:32]([F:35])([F:34])[F:33])[CH:27]=1)[C:10](=[O:16])[O:11][C:12]([CH3:15])([CH3:14])[CH3:13]. (2) Given the reactants [CH3:1][O:2][C:3]([C:5]1[NH:6][CH:7]=[C:8]([CH:10]=[O:11])[CH:9]=1)=[O:4].[O-:12][Mn](=O)(=O)=O.[K+].OS([O-])=O.[Na+], predict the reaction product. The product is: [CH3:1][O:2][C:3]([C:5]1[NH:6][CH:7]=[C:8]([C:10]([OH:12])=[O:11])[CH:9]=1)=[O:4]. (3) Given the reactants [Br:1][C:2]1[CH:3]=[C:4]2[C:9](=[CH:10][C:11]=1[Cl:12])[CH:8]=[N+:7]([O-])[CH:6]=[CH:5]2.BrC1C=C2C(=CC=1)C([Cl:25])=NC=C2, predict the reaction product. The product is: [Br:1][C:2]1[CH:3]=[C:4]2[C:9](=[CH:10][C:11]=1[Cl:12])[C:8]([Cl:25])=[N:7][CH:6]=[CH:5]2. (4) The product is: [CH3:35][C:34]1[CH:33]=[CH:32][C:31]([C:36]2[N:40]=[C:39]([CH:41]3[CH2:42][N:43]([C:45]([O:47][CH3:48])=[O:46])[CH2:44]3)[O:38][N:37]=2)=[CH:30][C:29]=1[NH:28][C:12]([C:9]1[N:7]2[CH:8]=[C:3]([C:2]([F:1])([F:16])[F:15])[CH:4]=[CH:5][C:6]2=[N:11][CH:10]=1)=[O:14]. Given the reactants [F:1][C:2]([F:16])([F:15])[C:3]1[CH:4]=[CH:5][C:6]2[N:7]([C:9]([C:12]([OH:14])=O)=[CH:10][N:11]=2)[CH:8]=1.C(Cl)(=O)C(Cl)=O.CN(C=O)C.[NH2:28][C:29]1[CH:30]=[C:31]([C:36]2[N:40]=[C:39]([CH:41]3[CH2:44][N:43]([C:45]([O:47][CH3:48])=[O:46])[CH2:42]3)[O:38][N:37]=2)[CH:32]=[CH:33][C:34]=1[CH3:35], predict the reaction product. (5) Given the reactants C([C:3]1[N:8]=[C:7]([C:9]#[N:10])[C:6]([C:11]([O:13][CH3:14])=[O:12])=[C:5]([NH:15][C:16]2[CH:17]=[C:18]([CH3:22])[CH:19]=[CH:20][CH:21]=2)[N:4]=1)#N.C(N(CC)C(C)C)(C)C.[CH:32]1([NH2:38])[CH2:37][CH2:36][CH2:35][CH2:34][CH2:33]1.C([O-])(O)=O.[Na+], predict the reaction product. The product is: [C:9]([C:7]1[C:6]([C:11]([O:13][CH3:14])=[O:12])=[C:5]([NH:15][C:16]2[CH:17]=[C:18]([CH3:22])[CH:19]=[CH:20][CH:21]=2)[N:4]=[C:3]([NH:38][CH:32]2[CH2:37][CH2:36][CH2:35][CH2:34][CH2:33]2)[N:8]=1)#[N:10]. (6) Given the reactants [Cl:1][C:2]1[C:3]([CH3:23])=[C:4]([C:13]2[CH:14]=[N:15][CH:16]=[C:17]([S:19]([CH3:22])(=[O:21])=[O:20])[CH:18]=2)[C:5]([O:11][CH3:12])=[C:6]([C:8](=O)[CH3:9])[CH:7]=1.C([O-])(=O)C.[NH4+].C([BH3-])#[N:30].[Na+].O1CCCC1, predict the reaction product. The product is: [Cl:1][C:2]1[C:3]([CH3:23])=[C:4]([C:13]2[CH:14]=[N:15][CH:16]=[C:17]([S:19]([CH3:22])(=[O:21])=[O:20])[CH:18]=2)[C:5]([O:11][CH3:12])=[C:6]([CH:8]([NH2:30])[CH3:9])[CH:7]=1. (7) Given the reactants [Br:1][C:2]1[CH:7]=[CH:6][C:5]([CH:8]([CH:10]2[CH2:12][CH2:11]2)O)=[CH:4][CH:3]=1.C([SiH](CC)CC)C, predict the reaction product. The product is: [Br:1][C:2]1[CH:7]=[CH:6][C:5]([CH2:8][CH:10]2[CH2:11][CH2:12]2)=[CH:4][CH:3]=1. (8) Given the reactants [CH2:1]1[C@@H:3]([NH2:4])[C@@H:2]1[C:5]1[CH:10]=[CH:9][CH:8]=[CH:7][CH:6]=1.[CH3:11][CH2:12][OH:13], predict the reaction product. The product is: [C:5]1([CH2:2][CH2:1][CH2:3][NH:4][C:12]([C:11]2([CH:8]([CH3:9])[CH3:7])[CH2:6][CH2:5][CH2:2][CH2:1][CH2:3]2)=[O:13])[CH:6]=[CH:7][CH:8]=[CH:9][CH:10]=1. (9) Given the reactants Br[C:2]1[CH:11]=[N:10][CH:9]=[C:8]2[C:3]=1[CH:4]=[C:5]([C:12]([NH2:14])=[O:13])[CH:6]=[N:7]2.[Cl:15][C:16]1[CH:21]=[CH:20][C:19](B(O)O)=[C:18]([F:25])[CH:17]=1.C(=O)([O-])[O-].[Cs+].[Cs+], predict the reaction product. The product is: [Cl:15][C:16]1[CH:21]=[CH:20][C:19]([C:2]2[CH:11]=[N:10][CH:9]=[C:8]3[C:3]=2[CH:4]=[C:5]([C:12]([NH2:14])=[O:13])[CH:6]=[N:7]3)=[C:18]([F:25])[CH:17]=1. (10) The product is: [C:15]1([C:14]2([CH:2]=[O:3])[CH2:9][CH2:10][CH2:11][CH2:12][CH2:13]2)[CH:11]=[CH:10][CH:9]=[CH:14][CH:13]=1. Given the reactants [N-]=[C:2]=[O:3].CC(OI1(OC(C)=O)(OC(C)=O)O[C:15](=O)[C:14]2[CH:13]=[CH:12][CH:11]=[CH:10][C:9]1=2)=O.S([O-])([O-])(=O)=S.[Na+].[Na+].C([O-])(O)=O.[Na+], predict the reaction product.